This data is from Catalyst prediction with 721,799 reactions and 888 catalyst types from USPTO. The task is: Predict which catalyst facilitates the given reaction. (1) Reactant: [CH2:1]([O:3][C:4](=[O:28])[C:5]1[CH:10]=[CH:9][CH:8]=[C:7]([N:11]2[C:15]([CH3:16])=[CH:14][CH:13]=[C:12]2[C:17]2[CH:22]=[C:21]([C:23]([F:26])([F:25])[F:24])[CH:20]=[CH:19][C:18]=2[OH:27])[CH:6]=1)[CH3:2].[CH:29]1([CH:35](Br)Br)[CH2:34][CH2:33][CH2:32][CH2:31][CH2:30]1.C(=O)([O-])[O-].[K+].[K+]. Product: [CH2:1]([O:3][C:4](=[O:28])[C:5]1[CH:10]=[CH:9][CH:8]=[C:7]([N:11]2[C:15]([CH3:16])=[CH:14][CH:13]=[C:12]2[C:17]2[CH:22]=[C:21]([C:23]([F:24])([F:26])[F:25])[CH:20]=[CH:19][C:18]=2[O:27][CH2:35][CH:29]2[CH2:34][CH2:33][CH2:32][CH2:31][CH2:30]2)[CH:6]=1)[CH3:2]. The catalyst class is: 31. (2) Reactant: [C:1]1([N:7]([C:16]2[CH:21]=[CH:20][CH:19]=[CH:18][CH:17]=2)[C:8]2[CH:15]=[CH:14][C:11]([CH:12]=[O:13])=[CH:10][CH:9]=2)[CH:6]=[CH:5][CH:4]=[CH:3][CH:2]=1.[BH4-].[Na+].[OH-].[Na+]. The catalyst class is: 24. Product: [C:1]1([N:7]([C:16]2[CH:21]=[CH:20][CH:19]=[CH:18][CH:17]=2)[C:8]2[CH:15]=[CH:14][C:11]([CH2:12][OH:13])=[CH:10][CH:9]=2)[CH:6]=[CH:5][CH:4]=[CH:3][CH:2]=1. (3) Product: [C:23]([O:27][C:28]([NH:2][C@@H:3]([CH2:8][CH2:9][CH2:10][C:11]([CH3:16])([N+:13]([O-:15])=[O:14])[CH3:12])[C:4]([O:6][CH3:7])=[O:5])=[O:29])([CH3:26])([CH3:25])[CH3:24]. Reactant: Cl.[NH2:2][C@@H:3]([CH2:8][CH2:9][CH2:10][C:11]([CH3:16])([N+:13]([O-:15])=[O:14])[CH3:12])[C:4]([O:6][CH3:7])=[O:5].O.C(=O)([O-])O.[Na+].[C:23]([O:27][C:28](O[C:28]([O:27][C:23]([CH3:26])([CH3:25])[CH3:24])=[O:29])=[O:29])([CH3:26])([CH3:25])[CH3:24]. The catalyst class is: 5. (4) Reactant: [C:1]([C:4]1[N:5]=[CH:6][N:7]2[CH:11]=[C:10]([C:12]3[C@H:13]([CH3:36])[C@@H:14]4[C@@H:31]([C@H:32]([OH:34])[CH3:33])[C:30](=[O:35])[N:15]4[C:16]=3[C:17]([O:19][CH2:20][C:21]3[CH:26]=[CH:25][C:24]([N+:27]([O-:29])=[O:28])=[CH:23][CH:22]=3)=[O:18])[S:9][C:8]=12)(=[O:3])[CH3:2].F[C:38](F)(F)S(OC)(=O)=[O:40].O. Product: [C:17](=[O:18])([O-:40])[OH:19].[C:1]([C:4]1[N:5]([CH3:38])[CH:6]=[N+:7]2[CH:11]=[C:10]([C:12]3[C@H:13]([CH3:36])[C@@H:14]4[C@@H:31]([C@H:32]([OH:34])[CH3:33])[C:30](=[O:35])[N:15]4[C:16]=3[C:17]([O:19][CH2:20][C:21]3[CH:26]=[CH:25][C:24]([N+:27]([O-:29])=[O:28])=[CH:23][CH:22]=3)=[O:18])[S:9][C:8]=12)(=[O:3])[CH3:2]. The catalyst class is: 4. (5) Reactant: [O-][N+:2]1[C:7]2[CH:8]=[CH:9][CH:10]=[CH:11][C:6]=2[N:5]=[C:4]([N:12]2[CH2:17][CH2:16][CH:15]([C:18]([NH:20][C:21]3[CH:30]=[CH:29][CH:28]=[CH:27][C:22]=3[C:23]([O:25][CH3:26])=[O:24])=[O:19])[CH2:14][CH2:13]2)[N:3]=1. Product: [N:2]1[C:7]2[CH:8]=[CH:9][CH:10]=[CH:11][C:6]=2[N:5]=[C:4]([N:12]2[CH2:13][CH2:14][CH:15]([C:18]([NH:20][C:21]3[CH:30]=[CH:29][CH:28]=[CH:27][C:22]=3[C:23]([O:25][CH3:26])=[O:24])=[O:19])[CH2:16][CH2:17]2)[N:3]=1. The catalyst class is: 29. (6) Reactant: [Cl:1][C:2]1[CH:10]=[C:9]([N+:11]([O-])=O)[C:8]([N+:14]([O-])=O)=[CH:7][C:3]=1[C:4]([OH:6])=[O:5].[H][H].[CH:19](O)=O. Product: [Cl:1][C:2]1[C:3]([C:4]([OH:6])=[O:5])=[CH:7][C:8]2[N:14]=[CH:19][NH:11][C:9]=2[CH:10]=1. The catalyst class is: 181.